Dataset: Peptide-MHC class II binding affinity with 134,281 pairs from IEDB. Task: Regression. Given a peptide amino acid sequence and an MHC pseudo amino acid sequence, predict their binding affinity value. This is MHC class II binding data. The peptide sequence is AAASVPAADKFKTFE. The MHC is DRB1_1602 with pseudo-sequence DRB1_1602. The binding affinity (normalized) is 0.375.